This data is from Full USPTO retrosynthesis dataset with 1.9M reactions from patents (1976-2016). The task is: Predict the reactants needed to synthesize the given product. (1) Given the product [CH3:9][O:10][C:11]1[CH:16]=[CH:15][C:14]([C:2]2[CH:7]=[C:6]([C:11]3[CH:16]=[CH:15][C:14]([O:23][CH3:20])=[CH:13][CH:12]=3)[N:5]=[CH:4][N:3]=2)=[CH:13][CH:12]=1, predict the reactants needed to synthesize it. The reactants are: Cl[C:2]1[CH:7]=[C:6](Cl)[N:5]=[CH:4][N:3]=1.[CH3:9][O:10][C:11]1[CH:16]=[CH:15][C:14](B(O)O)=[CH:13][CH:12]=1.[C:20](=[O:23])([O-])[O-].[Na+].[Na+]. (2) Given the product [Cl:8][C:9]1[CH:17]=[CH:16][CH:15]=[C:14]2[C:10]=1[C:11]([C:18]([OH:20])=[O:19])=[CH:12][N:13]2[CH2:2][C:3](=[O:4])[N:5]([CH3:7])[CH3:6], predict the reactants needed to synthesize it. The reactants are: Cl[CH2:2][C:3]([N:5]([CH3:7])[CH3:6])=[O:4].[Cl:8][C:9]1[CH:17]=[CH:16][CH:15]=[C:14]2[C:10]=1[C:11]([C:18]([OH:20])=[O:19])=[CH:12][NH:13]2.O.O.O.O.O.O.O.O.[OH-].[Ba+2].[OH-].CN(C=O)C.